Dataset: Catalyst prediction with 721,799 reactions and 888 catalyst types from USPTO. Task: Predict which catalyst facilitates the given reaction. (1) Product: [CH3:38][O:39][N:40]=[C:1]([C:2]1[CH:3]=[CH:4][CH:5]=[CH:6][CH:7]=1)[C:9]1[CH:36]=[CH:35][C:12]2[N:13]([CH2:17][CH2:18][O:19][C:20]3[CH:21]=[CH:22][C:23]([O:24][C:25]([CH3:32])([CH3:31])[C:26]([O:28][CH2:29][CH3:30])=[O:27])=[CH:33][CH:34]=3)[C:14](=[O:16])[S:15][C:11]=2[CH:10]=1. The catalyst class is: 17. Reactant: [C:1]([C:9]1[CH:36]=[CH:35][C:12]2[N:13]([CH2:17][CH2:18][O:19][C:20]3[CH:34]=[CH:33][C:23]([O:24][C:25]([CH3:32])([CH3:31])[C:26]([O:28][CH2:29][CH3:30])=[O:27])=[CH:22][CH:21]=3)[C:14](=[O:16])[S:15][C:11]=2[CH:10]=1)(=O)[C:2]1[CH:7]=[CH:6][CH:5]=[CH:4][CH:3]=1.Cl.[CH3:38][O:39][NH2:40].Cl. (2) Reactant: Br[CH2:2][C:3]1[CH:10]=[C:9]([F:11])[CH:8]=[CH:7][C:4]=1[C:5]#[N:6].[CH3:12][O-:13].[Na+]. The catalyst class is: 5. Product: [F:11][C:9]1[CH:8]=[CH:7][C:4]([C:5]#[N:6])=[C:3]([CH2:2][O:13][CH3:12])[CH:10]=1.